Dataset: Peptide-MHC class II binding affinity with 134,281 pairs from IEDB. Task: Regression. Given a peptide amino acid sequence and an MHC pseudo amino acid sequence, predict their binding affinity value. This is MHC class II binding data. The peptide sequence is QKLIEDVNASFRAAM. The MHC is HLA-DPA10201-DPB10501 with pseudo-sequence HLA-DPA10201-DPB10501. The binding affinity (normalized) is 0.335.